Predict the reactants needed to synthesize the given product. From a dataset of Full USPTO retrosynthesis dataset with 1.9M reactions from patents (1976-2016). (1) The reactants are: [C:1]([C:5]1[CH:6]=[C:7]([Mg]Br)[CH:8]=[C:9]([C:11]([CH3:14])([CH3:13])[CH3:12])[CH:10]=1)([CH3:4])([CH3:3])[CH3:2].Br[C:18]1[CH:26]=[C:25]([CH:27]([CH3:29])[CH3:28])[CH:24]=[C:23]2[C:19]=1[CH2:20][CH:21]([CH3:32])[CH:22]2[O:30][CH3:31].O. Given the product [C:1]([C:5]1[CH:6]=[C:7]([C:18]2[CH:26]=[C:25]([CH:27]([CH3:29])[CH3:28])[CH:24]=[C:23]3[C:19]=2[CH2:20][CH:21]([CH3:32])[CH:22]3[O:30][CH3:31])[CH:8]=[C:9]([C:11]([CH3:14])([CH3:13])[CH3:12])[CH:10]=1)([CH3:4])([CH3:3])[CH3:2], predict the reactants needed to synthesize it. (2) Given the product [Cl:15][C:12]1[CH:13]=[CH:14][C:9]([C:4]2[N:5]=[C:6]([C:20]3[CH:21]=[CH:22][C:23]4[C:24]5[C:29](=[CH:28][CH:27]=[CH:26][CH:25]=5)[C:17]([CH3:33])([CH3:16])[C:18]=4[CH:19]=3)[N:7]=[C:2]([C:27]3[CH:26]=[CH:25][C:24]4[C:23]5[C:18](=[CH:19][CH:20]=[CH:21][CH:22]=5)[C:17]([CH3:33])([CH3:16])[C:29]=4[CH:28]=3)[N:3]=2)=[CH:10][CH:11]=1, predict the reactants needed to synthesize it. The reactants are: Cl[C:2]1[N:7]=[C:6](Cl)[N:5]=[C:4]([C:9]2[CH:14]=[CH:13][C:12]([Cl:15])=[CH:11][CH:10]=2)[N:3]=1.[CH3:16][C:17]1([CH3:33])[C:29]2[CH:28]=[C:27](B(O)O)[CH:26]=[CH:25][C:24]=2[C:23]2[C:18]1=[CH:19][CH:20]=[CH:21][CH:22]=2.C([O-])([O-])=O.[K+].[K+]. (3) The reactants are: [H-].[Na+].[CH:3]1[C:8]2[C:9]3[NH:10][C:11]4[C:16]([C:17]=3[CH2:18][CH2:19][S:20][C:7]=2[CH:6]=[CH:5][CH:4]=1)=[CH:15][CH:14]=[CH:13][CH:12]=4.Br[CH2:22][CH2:23][CH2:24][CH2:25][CH2:26][CH2:27][Cl:28].O. Given the product [Cl:28][CH2:27][CH2:26][CH2:25][CH2:24][CH2:23][CH2:22][N:10]1[C:11]2[C:16](=[CH:15][CH:14]=[CH:13][CH:12]=2)[C:17]2[CH2:18][CH2:19][S:20][C:7]3[CH:6]=[CH:5][CH:4]=[CH:3][C:8]=3[C:9]1=2, predict the reactants needed to synthesize it. (4) Given the product [C:7]1([C:13]2[C:14]([C:15]([O:17][CH3:18])=[O:16])=[C:24]3[CH:25]=[CH:26][CH:27]=[CH:28][N:23]3[N:22]=2)[CH:12]=[CH:11][CH:10]=[CH:9][CH:8]=1, predict the reactants needed to synthesize it. The reactants are: C(=O)([O-])[O-].[K+].[K+].[C:7]1([C:13]#[C:14][C:15]([O:17][CH3:18])=[O:16])[CH:12]=[CH:11][CH:10]=[CH:9][CH:8]=1.CO.[I-].[NH2:22][N+:23]1[CH:28]=[CH:27][CH:26]=[CH:25][CH:24]=1.